This data is from Peptide-MHC class II binding affinity with 134,281 pairs from IEDB. The task is: Regression. Given a peptide amino acid sequence and an MHC pseudo amino acid sequence, predict their binding affinity value. This is MHC class II binding data. (1) The peptide sequence is TKIMSSKRILERESV. The MHC is DRB1_0701 with pseudo-sequence DRB1_0701. The binding affinity (normalized) is 0.698. (2) The peptide sequence is ITAMSEVQKVSQPAT. The MHC is HLA-DPA10103-DPB10401 with pseudo-sequence HLA-DPA10103-DPB10401. The binding affinity (normalized) is 0.0680.